Dataset: Full USPTO retrosynthesis dataset with 1.9M reactions from patents (1976-2016). Task: Predict the reactants needed to synthesize the given product. (1) Given the product [CH3:15][O:12][C:11]([CH:8]1[O:7][C:6]2[CH:5]=[C:4]([F:14])[CH:3]=[C:2]([Br:1])[C:10]=2[O:9]1)=[O:13], predict the reactants needed to synthesize it. The reactants are: [Br:1][C:2]1[C:10]2[O:9][CH:8]([C:11]([OH:13])=[O:12])[O:7][C:6]=2[CH:5]=[C:4]([F:14])[CH:3]=1.[CH3:15][Si](C=[N+]=[N-])(C)C. (2) Given the product [CH2:31]([O:33][P:34]([CH2:39][C:40]1[CH:41]=[N:42][C:43]([NH:48][C:2]2[N:7]=[C:6]([NH:8][C:9]3[CH:10]=[CH:11][C:12]([C@H:20]4[CH2:25][CH2:24][C@H:23]([OH:26])[CH2:22][CH2:21]4)=[C:13]4[C:17]=3[C:16](=[O:18])[N:15]([CH3:19])[CH2:14]4)[C:5]([C:27]([F:30])([F:29])[F:28])=[CH:4][N:3]=2)=[C:44]([O:46][CH3:47])[CH:45]=1)(=[O:38])[O:35][CH2:36][CH3:37])[CH3:32], predict the reactants needed to synthesize it. The reactants are: Cl[C:2]1[N:7]=[C:6]([NH:8][C:9]2[CH:10]=[CH:11][C:12]([C@H:20]3[CH2:25][CH2:24][C@H:23]([OH:26])[CH2:22][CH2:21]3)=[C:13]3[C:17]=2[C:16](=[O:18])[N:15]([CH3:19])[CH2:14]3)[C:5]([C:27]([F:30])([F:29])[F:28])=[CH:4][N:3]=1.[CH2:31]([O:33][P:34]([CH2:39][C:40]1[CH:41]=[N:42][C:43]([NH2:48])=[C:44]([O:46][CH3:47])[CH:45]=1)(=[O:38])[O:35][CH2:36][CH3:37])[CH3:32].CC1(C)C2C(=C(P(C3C=CC=CC=3)C3C=CC=CC=3)C=CC=2)OC2C(P(C3C=CC=CC=3)C3C=CC=CC=3)=CC=CC1=2.C([O-])([O-])=O.[Cs+].[Cs+]. (3) Given the product [F:1][C:2]1[CH:27]=[CH:26][C:5]([CH2:6][N:7]2[C:18](=[O:19])[C:16]3[N:17]4[C:12](=[C:13]([C:23]([NH:29][CH3:28])=[O:24])[C:14](=[O:22])[C:15]=3[O:20][CH3:21])[CH2:11][CH2:10][CH:9]4[CH2:8]2)=[CH:4][CH:3]=1, predict the reactants needed to synthesize it. The reactants are: [F:1][C:2]1[CH:27]=[CH:26][C:5]([CH2:6][N:7]2[C:18](=[O:19])[C:16]3[N:17]4[C:12](=[C:13]([C:23](O)=[O:24])[C:14](=[O:22])[C:15]=3[O:20][CH3:21])[CH2:11][CH2:10][CH:9]4[CH2:8]2)=[CH:4][CH:3]=1.[CH3:28][N:29](C(ON1N=NC2C=CC=NC1=2)=[N+](C)C)C.F[P-](F)(F)(F)(F)F.CCOC(C)=O.O. (4) Given the product [Cl:32][C:33]1[CH:38]=[C:37]([F:39])[CH:36]=[CH:35][C:34]=1[CH:40]([N:45]1[CH2:50][CH2:49][CH:48]([CH2:51][O:52][C:53]2[C:62]([CH:63]3[CH2:65][CH2:64]3)=[CH:61][C:56]([C:57]([OH:59])=[O:58])=[C:55]([F:66])[CH:54]=2)[CH2:47][CH2:46]1)[C:41]([F:43])([F:42])[F:44], predict the reactants needed to synthesize it. The reactants are: C1(C2C(O[C@@H]3CCCN([C@H](C4C=C(Cl)C=C(Cl)C=4)C)C3)=CC(F)=C(C=2)C(OC)=O)CC1.[Cl:32][C:33]1[CH:38]=[C:37]([F:39])[CH:36]=[CH:35][C:34]=1[CH:40]([N:45]1[CH2:50][CH2:49][CH:48]([CH2:51][O:52][C:53]2[C:62]([CH:63]3[CH2:65][CH2:64]3)=[CH:61][C:56]([C:57]([O:59]C)=[O:58])=[C:55]([F:66])[CH:54]=2)[CH2:47][CH2:46]1)[C:41]([F:44])([F:43])[F:42].